This data is from Retrosynthesis with 50K atom-mapped reactions and 10 reaction types from USPTO. The task is: Predict the reactants needed to synthesize the given product. (1) Given the product Nc1cccc(NCc2cccc([N+](=O)[O-])c2)c1, predict the reactants needed to synthesize it. The reactants are: CC(C)(C)OC(=O)Nc1cccc(NCc2cccc([N+](=O)[O-])c2)c1. (2) Given the product COP(=O)(OC)c1cc(-c2ccc(CBr)cc2)ccc1OC(C)C1CCCC1, predict the reactants needed to synthesize it. The reactants are: COP(=O)(OC)c1cc(-c2ccc(C)cc2)ccc1OC(C)C1CCCC1.O=C1CCC(=O)N1Br. (3) Given the product Cc1ccccc1-c1cc(F)c2ncc(C(=O)NCc3ccc(Cl)cc3)c(O)c2c1, predict the reactants needed to synthesize it. The reactants are: CCOC(=O)c1cnc2c(F)cc(-c3ccccc3C)cc2c1O.NCc1ccc(Cl)cc1. (4) Given the product CCc1ccc(CN(C)[C@H]2CCN(c3ncccc3C(=O)OC(C)C)C2)s1, predict the reactants needed to synthesize it. The reactants are: CCc1ccc(C=O)s1.CN[C@H]1CCN(c2ncccc2C(=O)OC(C)C)C1. (5) Given the product CC(C)c1ccc(N(Cc2ccc(OCc3ccccc3)c(OCc3ccccc3)c2)C(=O)C2CCCc3c(OCc4ccccc4)cccc32)cc1, predict the reactants needed to synthesize it. The reactants are: CC(C)c1ccc(NCc2ccc(OCc3ccccc3)c(OCc3ccccc3)c2)cc1.O=C(O)C1CCCc2c(OCc3ccccc3)cccc21. (6) Given the product O=S(c1ccc(/C=C/c2nc(COc3ccc(COCCn4ccnn4)cc3)co2)cc1)C(F)(F)F, predict the reactants needed to synthesize it. The reactants are: O=S(c1ccc(C=Cc2nc(CCl)co2)cc1)C(F)(F)F.Oc1ccc(COCCn2ccnn2)cc1. (7) Given the product c1ccc(CN2CCO[C@@H]3CNC[C@@H]32)cc1, predict the reactants needed to synthesize it. The reactants are: O=C(c1ccccc1)N1C[C@H]2[C@@H](C1)OCCN2Cc1ccccc1. (8) The reactants are: CC(C)(C)OC(=O)NC1(CC(=O)N2CC(Oc3ccc(Cl)cc3)C2)CCC1. Given the product CC(C)(C)OC(=O)NC1(CCN2CC(Oc3ccc(Cl)cc3)C2)CCC1, predict the reactants needed to synthesize it. (9) The reactants are: CC(=O)n1cc(CC2CCCN2C(=O)OC(C)(C)C)c2ccc(F)cc21. Given the product CC(C)(C)OC(=O)N1CCCC1Cc1c[nH]c2cc(F)ccc12, predict the reactants needed to synthesize it. (10) Given the product Fc1ccccc1-c1nn(C2CCCCO2)c2cnc(Br)cc12, predict the reactants needed to synthesize it. The reactants are: Brc1cc2c(I)nn(C3CCCCO3)c2cn1.OB(O)c1ccccc1F.